This data is from Full USPTO retrosynthesis dataset with 1.9M reactions from patents (1976-2016). The task is: Predict the reactants needed to synthesize the given product. (1) The reactants are: [Br:1]Br.[S:3]1[C:7]([C:8]2[CH:13]=[CH:12][N:11]=[C:10]([S:14]([CH3:17])(=[O:16])=[O:15])[N:9]=2)=[CH:6][C:5]2[CH:18]=[CH:19][CH:20]=[CH:21][C:4]1=2. Given the product [Br:1][C:6]1[C:5]2[CH:18]=[CH:19][CH:20]=[CH:21][C:4]=2[S:3][C:7]=1[C:8]1[CH:13]=[CH:12][N:11]=[C:10]([S:14]([CH3:17])(=[O:16])=[O:15])[N:9]=1, predict the reactants needed to synthesize it. (2) Given the product [NH2:11][C:7]1[CH:6]=[C:5]([O:4][C:3]2[C:2]([Cl:1])=[CH:22][C:21]([NH:23][C:24]([N:26]3[CH2:30][CH2:29][N:28]([CH:31]4[CH2:32][CH2:33][O:34][CH2:35][CH2:36]4)[C:27]3=[O:37])=[O:25])=[C:20]([F:38])[CH:19]=2)[CH:10]=[CH:9][N:8]=1, predict the reactants needed to synthesize it. The reactants are: [Cl:1][C:2]1[CH:22]=[C:21]([NH:23][C:24]([N:26]2[CH2:30][CH2:29][N:28]([CH:31]3[CH2:36][CH2:35][O:34][CH2:33][CH2:32]3)[C:27]2=[O:37])=[O:25])[C:20]([F:38])=[CH:19][C:3]=1[O:4][C:5]1[CH:10]=[CH:9][N:8]=[C:7]([NH:11]C(=O)OC(C)(C)C)[CH:6]=1. (3) Given the product [NH2:28][C:24]1[N:25]=[CH:26][N:27]=[C:22]([NH:1][C@H:2]([C:5]2[N:14]([C@H:15]3[CH2:17][C@@H:16]3[F:18])[C:13](=[O:19])[C:12]3[C:7](=[CH:8][CH:9]=[CH:10][C:11]=3[Cl:20])[N:6]=2)[CH2:3][CH3:4])[C:23]=1[C:29]1[O:33][N:32]=[C:31]([CH3:34])[N:30]=1, predict the reactants needed to synthesize it. The reactants are: [NH2:1][C@H:2]([C:5]1[N:14]([C@@H:15]2[CH2:17][C@@H:16]2[F:18])[C:13](=[O:19])[C:12]2[C:7](=[CH:8][CH:9]=[CH:10][C:11]=2[Cl:20])[N:6]=1)[CH2:3][CH3:4].Cl[C:22]1[N:27]=[CH:26][N:25]=[C:24]([NH2:28])[C:23]=1[C:29]1[O:33][N:32]=[C:31]([CH3:34])[N:30]=1.CCN(C(C)C)C(C)C.CCOC(C)=O.